From a dataset of Reaction yield outcomes from USPTO patents with 853,638 reactions. Predict the reaction yield, written as a fraction of the theoretical maximum amount of product (1.0 means a 100% yield; for example, 0.34 means a 34% yield). (1) The reactants are Cl.[NH2:2][C:3]1[C:12]2[N:13]=[C:14]([CH2:39][CH2:40][O:41][CH3:42])[N:15]([CH2:16][CH2:17][CH2:18][N:19]([CH2:24][C:25]3[CH:26]=[C:27]([CH:36]=[CH:37][CH:38]=3)[O:28][CH2:29][C:30]([O:32][CH:33]([CH3:35])[CH3:34])=[O:31])[C:20](=[O:23])[CH2:21]Cl)[C:11]=2[C:10]2[CH:9]=[CH:8][CH:7]=[CH:6][C:5]=2[N:4]=1.[CH2:43]([NH:45][CH3:46])[CH3:44]. No catalyst specified. The product is [NH2:2][C:3]1[C:12]2[N:13]=[C:14]([CH2:39][CH2:40][O:41][CH3:42])[N:15]([CH2:16][CH2:17][CH2:18][N:19]([CH2:24][C:25]3[CH:26]=[C:27]([CH:36]=[CH:37][CH:38]=3)[O:28][CH2:29][C:30]([O:32][CH:33]([CH3:35])[CH3:34])=[O:31])[C:20](=[O:23])[CH2:21][N:45]([CH2:43][CH3:44])[CH3:46])[C:11]=2[C:10]2[CH:9]=[CH:8][CH:7]=[CH:6][C:5]=2[N:4]=1. The yield is 0.990. (2) The reactants are [CH3:1][O:2][CH:3]([O:7][CH3:8])[C:4]([CH3:6])=O.[CH2:9]([SH:16])[C:10]1[CH:15]=[CH:14][CH:13]=[CH:12][CH:11]=1.[N+:17]([CH3:20])([O-:19])=[O:18].C(N)CN. The catalyst is C(#N)C. The product is [CH3:1][O:2][CH:3]([O:7][CH3:8])[C:4]([S:16][CH2:9][C:10]1[CH:15]=[CH:14][CH:13]=[CH:12][CH:11]=1)([CH3:6])[CH2:20][N+:17]([O-:19])=[O:18]. The yield is 0.480.